Predict the reaction yield, written as a fraction of the theoretical maximum amount of product (1.0 means a 100% yield; for example, 0.34 means a 34% yield). From a dataset of Reaction yield outcomes from USPTO patents with 853,638 reactions. (1) The reactants are [NH2:1][C@:2]12[CH2:46][CH2:45][C@@H:44]([C:47]([CH3:49])=[CH2:48])[C@@H:3]1[C@@H:4]1[C@@:17]([CH3:20])([CH2:18][CH2:19]2)[C@@:16]2([CH3:21])[C@@H:7]([C@:8]3([CH3:43])[C@@H:13]([CH2:14][CH2:15]2)[C:12]([CH3:23])([CH3:22])[C:11]([C:24]2[CH2:42][C:26]4([CH2:29][C:28]([C:36]([O:38][CH:39]([CH3:41])[CH3:40])=[O:37])([C:30]([O:32][CH:33]([CH3:35])[CH3:34])=[O:31])[CH2:27]4)[CH:25]=2)=[CH:10][CH2:9]3)[CH2:6][CH2:5]1.C(O)(=O)C.[H][H]. The catalyst is C(O)C.O1CCOCC1.[OH-].[Pd+2].[OH-]. The product is [NH2:1][C@:2]12[CH2:46][CH2:45][C@@H:44]([CH:47]([CH3:49])[CH3:48])[C@@H:3]1[C@@H:4]1[C@@:17]([CH3:20])([CH2:18][CH2:19]2)[C@@:16]2([CH3:21])[C@@H:7]([C@:8]3([CH3:43])[C@@H:13]([CH2:14][CH2:15]2)[C:12]([CH3:22])([CH3:23])[C:11]([CH:24]2[CH2:25][C:26]4([CH2:29][C:28]([C:30]([O:32][CH:33]([CH3:34])[CH3:35])=[O:31])([C:36]([O:38][CH:39]([CH3:40])[CH3:41])=[O:37])[CH2:27]4)[CH2:42]2)=[CH:10][CH2:9]3)[CH2:6][CH2:5]1. The yield is 1.00. (2) The reactants are [CH3:1][C:2]([CH3:23])([CH2:20][CH2:21][CH3:22])[CH2:3][CH2:4][C:5]([N:7]1[CH:11]([CH3:12])[CH:10]([C:13]2[CH:18]=[CH:17][CH:16]=[CH:15][CH:14]=2)[O:9][C:8]1=[O:19])=[O:6].C[Si]([N-][Si](C)(C)C)(C)C.[Na+].[C:34]([O:38][C:39](=[O:42])[CH2:40]Br)([CH3:37])([CH3:36])[CH3:35]. No catalyst specified. The product is [C:34]([O:38][C:39](=[O:42])[CH2:40][C@@H:4]([C:5]([N:7]1[C@@H:11]([CH3:12])[C@@H:10]([C:13]2[CH:14]=[CH:15][CH:16]=[CH:17][CH:18]=2)[O:9][C:8]1=[O:19])=[O:6])[CH2:3][C:2]([CH3:1])([CH3:23])[CH2:20][CH2:21][CH3:22])([CH3:37])([CH3:36])[CH3:35]. The yield is 0.493. (3) The reactants are [CH3:1][N:2]1[C:6]([Sn](C)(C)C)=[CH:5][N:4]=[C:3]1[CH3:11].[Cl:12][C:13]1[N:18]=[C:17](Cl)[C:16]([F:20])=[CH:15][N:14]=1. The catalyst is CN(C=O)C.Cl[Pd](Cl)([P](C1C=CC=CC=1)(C1C=CC=CC=1)C1C=CC=CC=1)[P](C1C=CC=CC=1)(C1C=CC=CC=1)C1C=CC=CC=1. The product is [Cl:12][C:13]1[N:18]=[C:17]([C:6]2[N:2]([CH3:1])[C:3]([CH3:11])=[N:4][CH:5]=2)[C:16]([F:20])=[CH:15][N:14]=1. The yield is 0.500. (4) The reactants are [CH3:1][C:2]([CH3:7])=[CH:3][C:4](O)=[O:5].O=S(Cl)Cl.[NH2:12][C:13]1[CH:18]=[CH:17][CH:16]=[CH:15][CH:14]=1.CCN(CC)CC. No catalyst specified. The product is [C:13]1([NH:12][C:4](=[O:5])[CH:3]=[C:2]([CH3:7])[CH3:1])[CH:18]=[CH:17][CH:16]=[CH:15][CH:14]=1. The yield is 0.800.